From a dataset of Full USPTO retrosynthesis dataset with 1.9M reactions from patents (1976-2016). Predict the reactants needed to synthesize the given product. (1) Given the product [NH2:7][C:8]1[N:13]=[C:12]([C:37]2[CH:36]=[C:35]([NH:34][C:18]3[C:17]4[C:22](=[CH:23][C:24]([F:26])=[CH:25][C:16]=4[F:15])[N:21]=[C:20]([C:27]4[CH:32]=[CH:31][CH:30]=[CH:29][N:28]=4)[C:19]=3[CH3:33])[C:40]([N:41]3[CH2:42][CH2:43][O:44][CH2:45][CH2:46]3)=[N:39][CH:38]=2)[CH:11]=[CH:10][N:9]=1, predict the reactants needed to synthesize it. The reactants are: C(=O)([O-])[O-].[Na+].[Na+].[NH2:7][C:8]1[N:13]=[C:12](Cl)[CH:11]=[CH:10][N:9]=1.[F:15][C:16]1[CH:25]=[C:24]([F:26])[CH:23]=[C:22]2[C:17]=1[C:18]([NH:34][C:35]1[CH:36]=[C:37](B(O)O)[CH:38]=[N:39][C:40]=1[N:41]1[CH2:46][CH2:45][O:44][CH2:43][CH2:42]1)=[C:19]([CH3:33])[C:20]([C:27]1[CH:32]=[CH:31][CH:30]=[CH:29][N:28]=1)=[N:21]2.O1CCOCC1. (2) The reactants are: [OH:1][C:2]1[CH:3]=[C:4]([CH:10]=[CH:11][CH:12]=1)[C:5]([O:7][CH2:8][CH3:9])=[O:6].Br[CH:14]1[CH2:20][CH2:19][CH2:18][CH2:17][CH2:16][CH2:15]1. Given the product [CH:14]1([O:1][C:2]2[CH:3]=[C:4]([CH:10]=[CH:11][CH:12]=2)[C:5]([O:7][CH2:8][CH3:9])=[O:6])[CH2:20][CH2:19][CH2:18][CH2:17][CH2:16][CH2:15]1, predict the reactants needed to synthesize it. (3) Given the product [CH3:1][O:2][C:3]1[C:4]([CH3:34])=[C:5]([C:25]([O:32][CH3:33])=[C:26]([O:30][CH3:31])[C:27]=1[O:28][CH3:29])[CH2:6][C:7]1[CH:8]=[CH:9][C:10]([O:17][CH2:18][C:19]2[CH:20]=[N:21][CH:22]=[CH:23][CH:24]=2)=[C:11]([CH:16]=1)[C:12]([OH:14])=[O:13], predict the reactants needed to synthesize it. The reactants are: [CH3:1][O:2][C:3]1[C:4]([CH3:34])=[C:5]([C:25]([O:32][CH3:33])=[C:26]([O:30][CH3:31])[C:27]=1[O:28][CH3:29])[CH2:6][C:7]1[CH:8]=[CH:9][C:10]([O:17][CH2:18][C:19]2[CH:20]=[N:21][CH:22]=[CH:23][CH:24]=2)=[C:11]([CH:16]=1)[C:12]([O:14]C)=[O:13].Cl. (4) Given the product [Cl:1][C:2]1[N:3]=[C:4]([CH2:9][S:10]([CH:13]2[CH2:18][CH2:17][CH2:16][CH2:15][CH2:14]2)(=[O:12])=[O:11])[CH:5]=[C:6]([N:28]2[CH2:29][CH2:30][O:31][CH2:32][C@@H:27]2[CH3:26])[N:7]=1, predict the reactants needed to synthesize it. The reactants are: [Cl:1][C:2]1[N:7]=[C:6](Cl)[CH:5]=[C:4]([CH2:9][S:10]([CH:13]2[CH2:18][CH2:17][CH2:16][CH2:15][CH2:14]2)(=[O:12])=[O:11])[N:3]=1.C(N(CC)CC)C.[CH3:26][C@H:27]1[CH2:32][O:31][CH2:30][CH2:29][NH:28]1.O. (5) Given the product [OH:4][CH2:5][C:6]1[CH:11]=[C:10]([NH:12][CH:13]([C:26]2[CH:27]=[CH:28][CH:29]=[CH:30][CH:31]=2)[C:14]([C:16]2[C:24]3[C:19](=[CH:20][CH:21]=[CH:22][CH:23]=3)[N:18]([CH3:25])[CH:17]=2)=[O:15])[CH:9]=[C:8]([O:32][CH3:33])[CH:7]=1, predict the reactants needed to synthesize it. The reactants are: C([O:4][CH2:5][C:6]1[CH:11]=[C:10]([NH:12][CH:13]([C:26]2[CH:31]=[CH:30][CH:29]=[CH:28][CH:27]=2)[C:14]([C:16]2[C:24]3[C:19](=[CH:20][CH:21]=[CH:22][CH:23]=3)[N:18]([CH3:25])[CH:17]=2)=[O:15])[CH:9]=[C:8]([O:32][CH3:33])[CH:7]=1)(=O)C.C(=O)([O-])[O-].[K+].[K+].